From a dataset of Reaction yield outcomes from USPTO patents with 853,638 reactions. Predict the reaction yield, written as a fraction of the theoretical maximum amount of product (1.0 means a 100% yield; for example, 0.34 means a 34% yield). The reactants are [CH3:1][O:2][C:3]1[C:8]2[O:9][CH2:10][CH2:11][O:12][C:7]=2[C:6]([Sn](CCCC)(CCCC)CCCC)=[CH:5][CH:4]=1.I[C:27]1[CH:37]=[CH:36][C:30]([C:31]([O:33][CH2:34][CH3:35])=[O:32])=[CH:29][CH:28]=1.C(=O)([O-])[O-].[Na+].[Na+].[F-].[NH4+]. The catalyst is CN(C=O)C.C([O-])(=O)C.[Pd+2].C([O-])(=O)C.C(OCC)C. The product is [CH2:34]([O:33][C:31]([C:30]1[CH:36]=[CH:37][C:27]([C:6]2[C:7]3[O:12][CH2:11][CH2:10][O:9][C:8]=3[C:3]([O:2][CH3:1])=[CH:4][CH:5]=2)=[CH:28][CH:29]=1)=[O:32])[CH3:35]. The yield is 0.500.